This data is from Catalyst prediction with 721,799 reactions and 888 catalyst types from USPTO. The task is: Predict which catalyst facilitates the given reaction. (1) Reactant: [Cl:1][C:2]1[NH:3][CH:4]=[C:5]([N+:7]([O-:9])=[O:8])[N:6]=1.[CH3:10][C:11]1([CH2:14][N:15]2[C:19]3[CH:20]=[CH:21][CH:22]=[CH:23][C:18]=3[O:17][C:16]2=[O:24])[CH2:13][O:12]1.C([O-])(=O)C.[Na+].O. Product: [Cl:1][C:2]1[N:3]([CH2:13][C:11]([OH:12])([CH3:10])[CH2:14][N:15]2[C:19]3[CH:20]=[CH:21][CH:22]=[CH:23][C:18]=3[O:17][C:16]2=[O:24])[CH:4]=[C:5]([N+:7]([O-:9])=[O:8])[N:6]=1. The catalyst class is: 8. (2) Reactant: [CH:1]1([NH2:4])[CH2:3][CH2:2]1.C(O)(=O)C.C(O[BH-](OC(=O)C)OC(=O)C)(=O)C.[Na+].[CH:23]([C:25]1[CH:30]=[CH:29][C:28]([C:31]#[C:32]/[CH:33]=[CH:34]/[C:35]2[CH:40]=[CH:39][C:38]([C:41](=[O:53])[N:42]([CH:44]([C:49]([NH:51][CH3:52])=[O:50])[C:45]([O:47][CH3:48])=[O:46])[CH3:43])=[CH:37][CH:36]=2)=[CH:27][CH:26]=1)=O. Product: [CH:1]1([NH:4][CH2:23][C:25]2[CH:30]=[CH:29][C:28]([C:31]#[C:32]/[CH:33]=[CH:34]/[C:35]3[CH:40]=[CH:39][C:38]([C:41](=[O:53])[N:42]([CH:44]([C:49]([NH:51][CH3:52])=[O:50])[C:45]([O:47][CH3:48])=[O:46])[CH3:43])=[CH:37][CH:36]=3)=[CH:27][CH:26]=2)[CH2:3][CH2:2]1. The catalyst class is: 146. (3) The catalyst class is: 2. Reactant: [Cl:1][C:2]1[C:3]([CH:21]([CH:23]2[CH2:27][CH2:26][C@H:25]([N:28]([CH2:36][C:37]3[CH:42]=[CH:41][CH:40]=[CH:39][CH:38]=3)[CH2:29][C:30]3[CH:35]=[CH:34][CH:33]=[CH:32][CH:31]=3)[CH2:24]2)[OH:22])=[C:4]2[CH:10]=[CH:9][N:8]([Si:11]([CH:18]([CH3:20])[CH3:19])([CH:15]([CH3:17])[CH3:16])[CH:12]([CH3:14])[CH3:13])[C:5]2=[N:6][CH:7]=1.CC(OI1(OC(C)=O)(OC(C)=O)OC(=O)C2C=CC=CC1=2)=O.S([O-])([O-])=O.[Na+].[Na+]. Product: [Cl:1][C:2]1[C:3]([C:21]([CH:23]2[CH2:27][CH2:26][C@H:25]([N:28]([CH2:36][C:37]3[CH:38]=[CH:39][CH:40]=[CH:41][CH:42]=3)[CH2:29][C:30]3[CH:31]=[CH:32][CH:33]=[CH:34][CH:35]=3)[CH2:24]2)=[O:22])=[C:4]2[CH:10]=[CH:9][N:8]([Si:11]([CH:18]([CH3:19])[CH3:20])([CH:15]([CH3:16])[CH3:17])[CH:12]([CH3:14])[CH3:13])[C:5]2=[N:6][CH:7]=1. (4) Reactant: [Cl:1][C:2]1[CH:3]=[C:4]2[C:12](=[CH:13][CH:14]=1)[O:11][C:7]1([CH2:10][CH2:9][CH2:8]1)[CH2:6]/[C:5]/2=[CH:15]\[C:16]([O:18]CC)=[O:17].[OH-].[Na+]. Product: [Cl:1][C:2]1[CH:3]=[C:4]2[C:12](=[CH:13][CH:14]=1)[O:11][C:7]1([CH2:8][CH2:9][CH2:10]1)[CH2:6]/[C:5]/2=[CH:15]\[C:16]([OH:18])=[O:17]. The catalyst class is: 8. (5) Reactant: C([O:8][C:9]1[CH:32]=[CH:31][C:12]([CH2:13][N:14]2[C:22]([O:23][CH3:24])=[N:21][C:20]3[C:15]2=[N:16][C:17]([O:26][CH2:27][CH2:28][CH2:29][CH3:30])=[N:18][C:19]=3[NH2:25])=[CH:11][CH:10]=1)C1C=CC=CC=1. Product: [CH2:27]([O:26][C:17]1[N:16]=[C:15]2[C:20]([N:21]=[C:22]([O:23][CH3:24])[N:14]2[CH2:13][C:12]2[CH:31]=[CH:32][C:9]([OH:8])=[CH:10][CH:11]=2)=[C:19]([NH2:25])[N:18]=1)[CH2:28][CH2:29][CH3:30]. The catalyst class is: 833. (6) Reactant: [O-:1][C:2]#[N:3].[K+].Cl.[NH2:6][CH2:7][CH2:8][O:9][C:10]1[CH:15]=[CH:14][C:13]([C:16]2[N:20]([C:21]3[CH:26]=[CH:25][C:24]([O:27][CH3:28])=[CH:23][CH:22]=3)[N:19]=[C:18]([NH:29][C:30](=[O:34])[N:31]([CH3:33])[CH3:32])[CH:17]=2)=[CH:12][CH:11]=1.C([O-])(=O)C.[Na+]. Product: [NH2:3][C:2]([NH:6][CH2:7][CH2:8][O:9][C:10]1[CH:11]=[CH:12][C:13]([C:16]2[N:20]([C:21]3[CH:26]=[CH:25][C:24]([O:27][CH3:28])=[CH:23][CH:22]=3)[N:19]=[C:18]([NH:29][C:30](=[O:34])[N:31]([CH3:33])[CH3:32])[CH:17]=2)=[CH:14][CH:15]=1)=[O:1]. The catalyst class is: 18.